This data is from Catalyst prediction with 721,799 reactions and 888 catalyst types from USPTO. The task is: Predict which catalyst facilitates the given reaction. (1) Reactant: [CH:1]1([CH2:5][NH:6][C:7]#[N:8])[CH2:4][CH2:3][CH2:2]1.C(=O)([O-])[O-].[Cs+].[Cs+].Br[CH2:16][C:17](=[O:22])[C:18]([CH3:21])([CH3:20])[CH3:19].O. Product: [C:18]([C:17]1[O:22][C:7](=[NH:8])[N:6]([CH2:5][CH:1]2[CH2:4][CH2:3][CH2:2]2)[CH:16]=1)([CH3:21])([CH3:20])[CH3:19]. The catalyst class is: 57. (2) Reactant: [CH3:1][C:2]1[N:3]([C@H:11]([C:13]2[CH:18]=[CH:17][CH:16]=[CH:15][CH:14]=2)[CH3:12])[CH2:4][CH2:5][C:6]=1[C:7]([O:9][CH3:10])=[O:8].C(O)(=O)C.C(O[BH-](OC(=O)C)OC(=O)C)(=O)C.[Na+]. Product: [CH3:1][C@H:2]1[C@@H:6]([C:7]([O:9][CH3:10])=[O:8])[CH2:5][CH2:4][N:3]1[C@H:11]([C:13]1[CH:14]=[CH:15][CH:16]=[CH:17][CH:18]=1)[CH3:12]. The catalyst class is: 10. (3) Reactant: [CH3:1][O:2][C:3]1[CH:4]=[C:5]([CH:11]([C:14](=O)[CH2:15][O:16][CH3:17])[C:12]#[N:13])[CH:6]=[CH:7][C:8]=1[O:9][CH3:10].Cl.Cl.[NH2:21][NH2:22].C(=O)(O)[O-].[Na+].[Cl:28][C:29]1[CH:30]=[C:31]([CH:34]=[CH:35][C:36]=1[OH:37])[CH:32]=O.FC(F)(F)C(O)=O. Product: [ClH:28].[CH3:10][O:9][C:8]1[C:3]([O:2][CH3:1])=[CH:4][C:5]2[C:11]3[C:14]([CH2:15][O:16][CH3:17])=[N:22][NH:21][C:12]=3[N:13]=[C:32]([C:31]3[CH:34]=[CH:35][C:36]([OH:37])=[C:29]([Cl:28])[CH:30]=3)[C:6]=2[CH:7]=1. The catalyst class is: 357.